This data is from Cav3 T-type calcium channel HTS with 100,875 compounds. The task is: Binary Classification. Given a drug SMILES string, predict its activity (active/inactive) in a high-throughput screening assay against a specified biological target. (1) The molecule is s1c(C(N2CCOCC2)c2cc(F)ccc2)c(O)n2nc(nc12)C. The result is 0 (inactive). (2) The compound is O(c1cc2c(n(c(c2C(=O)C)C)C)cc1)C(=O)c1occc1. The result is 0 (inactive). (3) The molecule is Clc1cc(C2N(C(=O)C3C2C=CCC3CC)Cc2ccccc2)ccc1OC. The result is 0 (inactive).